Dataset: Forward reaction prediction with 1.9M reactions from USPTO patents (1976-2016). Task: Predict the product of the given reaction. (1) Given the reactants [Br:1][C:2]1[CH:3]=[C:4]([CH:10]=[CH:11][CH:12]=1)[C:5]([CH2:7][C:8]#[N:9])=[O:6].[C:13]1([N:19](C2C=CC=CC=2)[CH:20]=N)[CH:18]=[CH:17][CH:16]=[CH:15][CH:14]=1, predict the reaction product. The product is: [Br:1][C:2]1[CH:3]=[C:4]([CH:10]=[CH:11][CH:12]=1)[C:5]([C:7](=[CH:20][NH:19][C:13]1[CH:18]=[CH:17][CH:16]=[CH:15][CH:14]=1)[C:8]#[N:9])=[O:6]. (2) Given the reactants [OH:1][C@H:2]([C:12]1[CH:17]=[CH:16][CH:15]=[CH:14][CH:13]=1)[CH2:3][NH:4][C:5](=[O:11])[C@H:6]([CH3:10])[CH2:7][CH:8]=[CH2:9].[C:18](O)(=[O:23])[CH2:19][CH2:20][CH:21]=[CH2:22].CCOC(C)=O.CCCCCC, predict the reaction product. The product is: [C:18]([O:1][C@H:2]([C:12]1[CH:13]=[CH:14][CH:15]=[CH:16][CH:17]=1)[CH2:3][NH:4][C:5](=[O:11])[C@H:6]([CH3:10])[CH2:7][CH:8]=[CH2:9])(=[O:23])[CH2:19][CH2:20][CH:21]=[CH2:22]. (3) Given the reactants C1(P(C2CCCCC2)C2C=CC=CC=2C2C=CC=CC=2N(C)C)CCCCC1.[CH3:29][C:30]([C:32]1[CH:37]=[CH:36][C:35](Br)=[CH:34][CH:33]=1)=[O:31].[CH3:39][CH:40]([N:42]1[CH2:47][CH2:46][N:45]([C:48]([C@H:50]2[CH2:54][CH2:53][NH:52][CH2:51]2)=[O:49])[CH2:44][C@@H:43]1[CH3:55])[CH3:41].[ClH:56], predict the reaction product. The product is: [ClH:56].[CH3:55][C@@H:43]1[N:42]([CH:40]([CH3:39])[CH3:41])[CH2:47][CH2:46][N:45]([C:48]([C@H:50]2[CH2:54][CH2:53][N:52]([C:35]3[CH:36]=[CH:37][C:32]([C:30](=[O:31])[CH3:29])=[CH:33][CH:34]=3)[CH2:51]2)=[O:49])[CH2:44]1.